Dataset: Forward reaction prediction with 1.9M reactions from USPTO patents (1976-2016). Task: Predict the product of the given reaction. (1) Given the reactants C([SiH2][O:6][C:7](C1C=CC=CC=1)(C1C=CC=CC=1)[C:8]1[C:9]([N:18]2[CH2:23][C@H:22]([CH3:24])[O:21][C@H:20]([CH3:25])[CH2:19]2)=[C:10]([F:17])[C:11]([F:16])=[C:12]([CH:15]=1)[CH:13]=[O:14])(C)(C)C.Cl.O, predict the reaction product. The product is: [CH3:24][C@H:22]1[O:21][C@@H:20]([CH3:25])[CH2:19][N:18]([C:9]2[C:8]([CH2:7][OH:6])=[CH:15][C:12]([CH:13]=[O:14])=[C:11]([F:16])[C:10]=2[F:17])[CH2:23]1. (2) Given the reactants [Na].[NH2:2][C:3]([C:7]1[CH:12]=[CH:11][C:10]([F:13])=[CH:9][C:8]=1[F:14])=[CH:4][C:5]#[N:6].[C:15](=O)([O:19]CC)[O:16][CH2:17][CH3:18].Cl, predict the reaction product. The product is: [C:5](/[CH:4]=[C:3](\[NH:2][C:15](=[O:19])[O:16][CH2:17][CH3:18])/[C:7]1[CH:12]=[CH:11][C:10]([F:13])=[CH:9][C:8]=1[F:14])#[N:6].